This data is from Reaction yield outcomes from USPTO patents with 853,638 reactions. The task is: Predict the reaction yield, written as a fraction of the theoretical maximum amount of product (1.0 means a 100% yield; for example, 0.34 means a 34% yield). (1) The reactants are [Cl:1][C:2]1[C:10]2[C:5](=[CH:6][CH:7]=[CH:8][CH:9]=2)[NH:4][N:3]=1.[F:11][C:12]1[CH:31]=[CH:30][C:15]([CH2:16][NH:17][C:18]([C:20]2[CH:25]=[CH:24][C:23]([S:26](Cl)(=[O:28])=[O:27])=[CH:22][CH:21]=2)=[O:19])=[CH:14][CH:13]=1.CCN(CC)CC. The catalyst is C(Cl)Cl. The product is [Cl:1][C:2]1[C:10]2[C:5](=[CH:6][CH:7]=[CH:8][CH:9]=2)[N:4]([S:26]([C:23]2[CH:22]=[CH:21][C:20]([C:18]([NH:17][CH2:16][C:15]3[CH:30]=[CH:31][C:12]([F:11])=[CH:13][CH:14]=3)=[O:19])=[CH:25][CH:24]=2)(=[O:27])=[O:28])[N:3]=1. The yield is 0.830. (2) The reactants are [NH2:1][C:2]1[S:3][C:4]2[C:9]([N:10]([CH3:18])[C@H:11]([CH2:14][CH:15]([CH3:17])[CH3:16])[CH2:12][OH:13])=[N:8][C:7]([S:19]CC3C=CC=CC=3)=[N:6][C:5]=2[N:27]=1.[Na].[NH4+].[Cl-]. No catalyst specified. The product is [NH2:1][C:2]1[S:3][C:4]2[C:9]([N:10]([CH3:18])[C@H:11]([CH2:14][CH:15]([CH3:17])[CH3:16])[CH2:12][OH:13])=[N:8][C:7]([SH:19])=[N:6][C:5]=2[N:27]=1. The yield is 0.800. (3) The reactants are C[O:2][C:3]1[CH:12]=[CH:11][C:10]2[N:9]=[C:8]([C:13]3[CH:18]=[CH:17][CH:16]=[CH:15][CH:14]=3)[C:7]([C:19]3[S:20][CH:21]=[CH:22][N:23]=3)=[N:6][C:5]=2[C:4]=1[C:24]([O:26]C)=[O:25].B(Br)(Br)Br.O. The catalyst is ClCCl. The product is [OH:2][C:3]1[CH:12]=[CH:11][C:10]2[N:9]=[C:8]([C:13]3[CH:18]=[CH:17][CH:16]=[CH:15][CH:14]=3)[C:7]([C:19]3[S:20][CH:21]=[CH:22][N:23]=3)=[N:6][C:5]=2[C:4]=1[C:24]([OH:26])=[O:25]. The yield is 1.54. (4) The reactants are [NH2:1][C:2]1[CH:3]=[C:4]([S:9]([OH:12])(=[O:11])=[O:10])[CH:5]=[CH:6][C:7]=1[NH2:8].C([N:15]([CH2:18][CH3:19])[CH2:16][CH3:17])C.Cl. The catalyst is CO. The product is [NH:8]1[C:7]2[CH:6]=[CH:5][C:4]([S:9]([OH:12])(=[O:10])=[O:11])=[CH:3][C:2]=2[N:1]=[C:17]1[C:16]1[NH:15][C:18]2[CH:19]=[CH:5][C:4]([S:9]([OH:12])(=[O:11])=[O:10])=[CH:3][C:2]=2[N:1]=1. The yield is 0.420. (5) The reactants are [CH:1]1([NH:4][C:5](=[O:45])[NH:6][C:7]2[CH:43]=[CH:42][C:10]([O:11][C:12]3[CH:17]=[CH:16][N:15]=[C:14]4[CH:18]=[C:19]([C:21]5[N:26]=[CH:25][C:24]([CH2:27][N:28]6[CH2:33][CH2:32][CH:31]([N:34]([CH3:41])[CH2:35][C:36]([O:38]CC)=[O:37])[CH2:30][CH2:29]6)=[CH:23][CH:22]=5)[S:20][C:13]=34)=[C:9]([F:44])[CH:8]=2)[CH2:3][CH2:2]1.[OH-].[Na+]. The catalyst is CO. The product is [CH:1]1([NH:4][C:5](=[O:45])[NH:6][C:7]2[CH:43]=[CH:42][C:10]([O:11][C:12]3[CH:17]=[CH:16][N:15]=[C:14]4[CH:18]=[C:19]([C:21]5[N:26]=[CH:25][C:24]([CH2:27][N:28]6[CH2:29][CH2:30][CH:31]([N:34]([CH3:41])[CH2:35][C:36]([OH:38])=[O:37])[CH2:32][CH2:33]6)=[CH:23][CH:22]=5)[S:20][C:13]=34)=[C:9]([F:44])[CH:8]=2)[CH2:3][CH2:2]1. The yield is 0.670. (6) The reactants are [Br:1][C:2]1[C:7]([F:8])=[C:6]([OH:9])[CH:5]=[CH:4][N:3]=1.I[CH2:11][CH3:12].C(=O)([O-])[O-].[K+].[K+]. The catalyst is CC(C)=O. The product is [Br:1][C:2]1[C:7]([F:8])=[C:6]([O:9][CH2:11][CH3:12])[CH:5]=[CH:4][N:3]=1. The yield is 0.830. (7) The reactants are [O-]CC.[K+].[C:5]([O:8][CH2:6][CH3:5])(=[O:7])[C:6]([O:8][CH2:9][CH3:9])=[O:7].[CH2:15]([N:22]([C:30]1[C:35]([N+:36]([O-])=O)=[C:34]([CH3:39])[CH:33]=[CH:32][N:31]=1)[C:23](=[O:29])[O:24][C:25]([CH3:28])([CH3:27])[CH3:26])[C:16]1[CH:21]=[CH:20][CH:19]=[CH:18][CH:17]=1. The catalyst is C(OCC)C. The product is [CH2:15]([N:22]([C:23]([O:24][C:25]([CH3:28])([CH3:27])[CH3:26])=[O:29])[C:30]1[N:31]=[CH:32][CH:33]=[C:34]2[CH:39]=[C:5]([C:6]([O:8][CH3:9])=[O:7])[NH:36][C:35]=12)[C:16]1[CH:21]=[CH:20][CH:19]=[CH:18][CH:17]=1. The yield is 0.790. (8) The reactants are [CH3:1][O:2][C:3]([C:5]1[CH:6]=[CH:7][C:8](N)=[C:9]2[O:13][CH:12]=[CH:11][C:10]=12)=[O:4].[N:15]1C=CC=CC=1.[CH3:21][S:22](Cl)(=[O:24])=[O:23]. The catalyst is ClCCl. The product is [CH3:1][O:2][C:3]([C:5]1[CH:6]=[CH:7][C:8]([S:22]([CH3:21])(=[O:24])=[O:23])=[C:9]2[O:13][C:12]([NH2:15])=[CH:11][C:10]=12)=[O:4]. The yield is 0.890. (9) The yield is 0.420. The catalyst is C1COCC1.O. The product is [Br:19][C:20]1[CH:21]=[N:22][N:23]2[CH:28]=[CH:27][C:26]([CH:29]([N:16]3[C:15](=[O:17])[CH2:14][O:13][C:12]4[CH:18]=[C:8]([F:7])[CH:9]=[CH:10][C:11]3=4)[CH3:30])=[CH:25][C:24]=12. The reactants are CC(C)([O-])C.[K+].[F:7][C:8]1[CH:9]=[CH:10][C:11]2[NH:16][C:15](=[O:17])[CH2:14][O:13][C:12]=2[CH:18]=1.[Br:19][C:20]1[CH:21]=[N:22][N:23]2[CH:28]=[CH:27][C:26]([CH:29](Br)[CH3:30])=[CH:25][C:24]=12.